This data is from Forward reaction prediction with 1.9M reactions from USPTO patents (1976-2016). The task is: Predict the product of the given reaction. The product is: [C:19]([CH2:18][NH:10][CH2:9][CH2:8][CH:7]([C:1]1[CH:2]=[CH:3][CH:4]=[CH:5][CH:6]=1)[C:11]1[CH:12]=[CH:13][CH:14]=[CH:15][CH:16]=1)#[N:20]. Given the reactants [C:1]1([CH:7]([C:11]2[CH:16]=[CH:15][CH:14]=[CH:13][CH:12]=2)[CH2:8][CH2:9][NH2:10])[CH:6]=[CH:5][CH:4]=[CH:3][CH:2]=1.Br[CH2:18][C:19]#[N:20].C(=O)([O-])[O-].[K+].[K+], predict the reaction product.